Task: Predict the reaction yield, written as a fraction of the theoretical maximum amount of product (1.0 means a 100% yield; for example, 0.34 means a 34% yield).. Dataset: Reaction yield outcomes from USPTO patents with 853,638 reactions The reactants are [F:1][C:2]1[CH:7]=[C:6]([I:8])[CH:5]=[CH:4][C:3]=1[NH:9][C:10]1[N:15]2[CH:16]=[N:17][CH:18]=[C:14]2[CH:13]=[N:12][C:11]=1[C:19]([OH:21])=O.[CH:22]([O:24][CH2:25][CH2:26][O:27][NH2:28])=[CH2:23].CN(C(ON1N=NC2C=CC=NC1=2)=[N+](C)C)C.F[P-](F)(F)(F)(F)F.CCN(C(C)C)C(C)C. The catalyst is CN(C=O)C.C(OCC)(=O)C. The product is [CH:22]([O:24][CH2:25][CH2:26][O:27][NH:28][C:19]([C:11]1[N:12]=[CH:13][C:14]2[N:15]([CH:16]=[N:17][CH:18]=2)[C:10]=1[NH:9][C:3]1[CH:4]=[CH:5][C:6]([I:8])=[CH:7][C:2]=1[F:1])=[O:21])=[CH2:23]. The yield is 0.180.